This data is from Catalyst prediction with 721,799 reactions and 888 catalyst types from USPTO. The task is: Predict which catalyst facilitates the given reaction. (1) Reactant: [Cl:1][C:2]1[CH:7]=[CH:6][CH:5]=[CH:4][C:3]=1Br.C([Li])CCC.CCCCCC.[F:20][C:21]1[CH:28]=[CH:27][C:24]([CH:25]=[O:26])=[CH:23][CH:22]=1.[Cl-].[NH4+]. Product: [Cl:1][C:2]1[CH:7]=[CH:6][CH:5]=[CH:4][C:3]=1[CH:25]([C:24]1[CH:27]=[CH:28][C:21]([F:20])=[CH:22][CH:23]=1)[OH:26]. The catalyst class is: 1. (2) Reactant: [OH:1][C:2]1[CH:3]=[C:4]2[C:9](=[CH:10][CH:11]=1)[C:8]([C:12]([OH:14])=[O:13])=[CH:7][CH:6]=[CH:5]2.C[N+]1([C:22]2[N:27]=[C:26]([O:28][CH3:29])[N:25]=[C:24]([O:30][CH3:31])[N:23]=2)CCOCC1.[Cl-].O. Product: [CH3:31][O:30][C:24]1[N:25]=[C:26]([O:28][CH3:29])[N:27]=[C:22]([O:13][C:12]([C:8]2[C:9]3[C:4](=[CH:3][C:2]([OH:1])=[CH:11][CH:10]=3)[CH:5]=[CH:6][CH:7]=2)=[O:14])[N:23]=1. The catalyst class is: 10.